Dataset: Catalyst prediction with 721,799 reactions and 888 catalyst types from USPTO. Task: Predict which catalyst facilitates the given reaction. (1) Reactant: [CH2:1]([O:8][CH2:9][C@@H:10]([C:19](O)=[O:20])[NH:11][C:12]([O:14][C:15]([CH3:18])([CH3:17])[CH3:16])=[O:13])[C:2]1[CH:7]=[CH:6][CH:5]=[CH:4][CH:3]=1.C(N(CC)CC)C.ClC(OCC)=O. Product: [CH2:1]([O:8][CH2:9][C@H:10]([NH:11][C:12](=[O:13])[O:14][C:15]([CH3:17])([CH3:16])[CH3:18])[CH2:19][OH:20])[C:2]1[CH:3]=[CH:4][CH:5]=[CH:6][CH:7]=1. The catalyst class is: 7. (2) Reactant: C(NC(C)C)(C)C.C([Li])CCC.[CH3:13][O:14][C:15](=[O:27])[CH2:16][C:17]1[CH:22]=[CH:21][C:20]([S:23]([CH3:26])(=[O:25])=[O:24])=[CH:19][CH:18]=1.I[CH2:29][CH:30]1[CH2:34][CH2:33][CH2:32][CH2:31]1. Product: [CH3:13][O:14][C:15](=[O:27])[CH:16]([C:17]1[CH:18]=[CH:19][C:20]([S:23]([CH3:26])(=[O:24])=[O:25])=[CH:21][CH:22]=1)[CH2:29][CH:30]1[CH2:34][CH2:33][CH2:32][CH2:31]1. The catalyst class is: 544. (3) Reactant: O.[OH-].[Li+].[OH:4][C:5]1([C:24]2[CH:34]=[CH:33][C:27]([O:28][CH2:29][C:30]([O-:32])=[O:31])=[CH:26][CH:25]=2)[CH2:10][CH2:9][N:8]([C:11]2[CH:12]=[CH:13][C:14]3[N:15]([C:17]([C:20]([F:23])([F:22])[F:21])=[N:18][N:19]=3)[N:16]=2)[CH2:7][CH2:6]1.O.CO. Product: [OH:4][C:5]1([C:24]2[CH:34]=[CH:33][C:27]([O:28][CH2:29][C:30]([OH:32])=[O:31])=[CH:26][CH:25]=2)[CH2:6][CH2:7][N:8]([C:11]2[CH:12]=[CH:13][C:14]3[N:15]([C:17]([C:20]([F:23])([F:22])[F:21])=[N:18][N:19]=3)[N:16]=2)[CH2:9][CH2:10]1. The catalyst class is: 1.